From a dataset of Reaction yield outcomes from USPTO patents with 853,638 reactions. Predict the reaction yield, written as a fraction of the theoretical maximum amount of product (1.0 means a 100% yield; for example, 0.34 means a 34% yield). (1) The reactants are [NH2:1][C:2]1[N:7]=[C:6]([C:8]2[CH:13]=[CH:12][C:11]([OH:14])=[CH:10][C:9]=2[CH:15]2[CH2:18][CH2:17][CH2:16]2)[CH:5]=[CH:4][CH:3]=1.[CH2:19](Cl)[CH:20]=[CH2:21]. No catalyst specified. The product is [CH2:21]([O:14][C:11]1[CH:12]=[CH:13][C:8]([C:6]2[N:7]=[C:2]([NH2:1])[CH:3]=[CH:4][CH:5]=2)=[C:9]([CH:15]2[CH2:18][CH2:17][CH2:16]2)[CH:10]=1)[CH:20]=[CH2:19]. The yield is 0.927. (2) The reactants are [CH3:1][C:2]1([CH3:46])[CH2:11][CH:10]([NH:12]C(=O)C)[C:9]2[C:4](=[CH:5][CH:6]=[C:7]([N:16]3[C:21](=[O:22])[C:20]([CH2:23][C:24]4[CH:29]=[CH:28][C:27]([C:30]5[CH:35]=[CH:34][CH:33]=[CH:32][C:31]=5[C:36]5[NH:40][C:39](=[O:41])[O:38][N:37]=5)=[CH:26][CH:25]=4)=[C:19]([CH2:42][CH2:43][CH3:44])[N:18]=[C:17]3[CH3:45])[CH:8]=2)[O:3]1. The catalyst is Cl.O1CCOCC1.C(OCC)(=O)C. The product is [NH2:12][CH:10]1[C:9]2[C:4](=[CH:5][CH:6]=[C:7]([N:16]3[C:21](=[O:22])[C:20]([CH2:23][C:24]4[CH:25]=[CH:26][C:27]([C:30]5[CH:35]=[CH:34][CH:33]=[CH:32][C:31]=5[C:36]5[NH:40][C:39](=[O:41])[O:38][N:37]=5)=[CH:28][CH:29]=4)=[C:19]([CH2:42][CH2:43][CH3:44])[N:18]=[C:17]3[CH3:45])[CH:8]=2)[O:3][C:2]([CH3:1])([CH3:46])[CH2:11]1. The yield is 0.900. (3) The reactants are [H-].[Na+].[CH3:3][N:4]([CH3:17])[C:5]([C:7]1[CH:8]=[C:9]2[C:13](=[CH:14][CH:15]=1)[NH:12][C:11](=[O:16])[CH2:10]2)=[O:6].Cl[C:19]1[C:28]2[C:23](=[CH:24][C:25]([O:29][CH2:30][CH2:31][CH2:32][N:33]3[CH2:38][CH2:37][O:36][CH2:35][CH2:34]3)=[CH:26][CH:27]=2)[N:22]=[CH:21][N:20]=1. The catalyst is CN(C)C=O. The product is [CH3:3][N:4]([CH3:17])[C:5]([C:7]1[CH:8]=[C:9]2[C:13](=[CH:14][CH:15]=1)[NH:12][C:11](=[O:16])[CH:10]2[C:19]1[C:28]2[C:23](=[CH:24][C:25]([O:29][CH2:30][CH2:31][CH2:32][N:33]3[CH2:38][CH2:37][O:36][CH2:35][CH2:34]3)=[CH:26][CH:27]=2)[N:22]=[CH:21][N:20]=1)=[O:6]. The yield is 0.600. (4) The reactants are [Br:1][C:2]1[CH:3]=[N:4][C:5]([S:8][CH3:9])=[N:6][CH:7]=1.[OH:10]OS([O-])=O.[K+].[OH-:16].[Na+]. The catalyst is CO.O. The product is [Br:1][C:2]1[CH:3]=[N:4][C:5]([S:8]([CH3:9])(=[O:10])=[O:16])=[N:6][CH:7]=1. The yield is 0.800. (5) The reactants are [N+:1]([C:4]1[CH:9]=[CH:8][CH:7]=[CH:6][C:5]=1[S:10]([NH:13][CH:14]1[C:23]2[N:22]=[CH:21][CH:20]=[CH:19][C:18]=2[CH2:17][CH2:16][CH2:15]1)(=[O:12])=[O:11])([O-:3])=[O:2].[C:24]([O-:27])([O-])=O.[K+].[K+].[CH3:30][C:31]#[N:32]. The catalyst is C(OCC)(=O)C. The product is [N+:1]([C:4]1[CH:9]=[CH:8][CH:7]=[CH:6][C:5]=1[S:10]([N:13]([CH2:19][C:18]1[CH:23]=[CH:14][C:15]([C:24]([NH:32][C:31]2[CH:30]=[CH:6][CH:5]=[CH:4][N:1]=2)=[O:27])=[CH:16][CH:17]=1)[CH:14]1[C:23]2[N:22]=[CH:21][CH:20]=[CH:19][C:18]=2[CH2:17][CH2:16][CH2:15]1)(=[O:11])=[O:12])([O-:3])=[O:2]. The yield is 0.920. (6) The reactants are [F:1][C:2]1[CH:3]=[C:4]([C@@H:9]2[CH2:11][C@H:10]2[NH:12][C:13]2[C:14]3[N:25]=[N:24][N:23]([C@H:26]4[C@@H:30]5[O:31]C(C)(C)[O:33][C@@H:29]5[C@@H:28]([O:36][CH2:37][CH2:38][OH:39])[CH2:27]4)[C:15]=3[N:16]=[C:17]([S:19][CH2:20][CH2:21][CH3:22])[N:18]=2)[CH:5]=[CH:6][C:7]=1[F:8].C(=O)([O-])[O-].[K+].[K+].C(OCC)(=O)C. The catalyst is CO.Cl. The product is [F:1][C:2]1[CH:3]=[C:4]([C@@H:9]2[CH2:11][C@H:10]2[NH:12][C:13]2[C:14]3[N:25]=[N:24][N:23]([C@@H:26]4[CH2:27][C@H:28]([O:36][CH2:37][CH2:38][OH:39])[C@@H:29]([OH:33])[C@H:30]4[OH:31])[C:15]=3[N:16]=[C:17]([S:19][CH2:20][CH2:21][CH3:22])[N:18]=2)[CH:5]=[CH:6][C:7]=1[F:8]. The yield is 0.480. (7) The reactants are C([N:8]1[CH2:11][CH:10]([O:12][C:13]2[N:18]=[CH:17][N:16]=[C:15]3[N:19]([C:22]4[CH:27]=[CH:26][C:25]([S:28]([CH3:31])(=[O:30])=[O:29])=[CH:24][CH:23]=4)[N:20]=[CH:21][C:14]=23)[CH2:9]1)C1C=CC=CC=1.[H][H]. The catalyst is C(OCC)(=O)C.CO.[Pd]. The product is [NH:8]1[CH2:9][CH:10]([O:12][C:13]2[N:18]=[CH:17][N:16]=[C:15]3[N:19]([C:22]4[CH:23]=[CH:24][C:25]([S:28]([CH3:31])(=[O:30])=[O:29])=[CH:26][CH:27]=4)[N:20]=[CH:21][C:14]=23)[CH2:11]1. The yield is 0.0500. (8) The reactants are [CH:1]12[NH:12][CH:9]([CH2:10][CH2:11]1)[CH2:8][C:7]1[CH:6]=[CH:5][C:4]([NH:13][C:14]3[N:19]=[C:18]([NH:20][C@@H:21]4[CH2:26][CH2:25][CH2:24][CH2:23][C@H:22]4[NH:27][S:28]([CH3:31])(=[O:30])=[O:29])[C:17]([Cl:32])=[CH:16][N:15]=3)=[CH:3][C:2]2=1. The catalyst is CC(=O)CC. The product is [CH:1]([N:12]1[CH:9]2[CH2:10][CH2:11][CH:1]1[C:2]1[CH:3]=[C:4]([NH:13][C:14]3[N:19]=[C:18]([NH:20][C@@H:21]4[CH2:26][CH2:25][CH2:24][CH2:23][C@H:22]4[NH:27][S:28]([CH3:31])(=[O:30])=[O:29])[C:17]([Cl:32])=[CH:16][N:15]=3)[CH:5]=[CH:6][C:7]=1[CH2:8]2)([CH2:2][CH3:7])[CH3:11]. The yield is 0.950. (9) The reactants are Cl.[NH2:2][C:3]1[CH:8]=[CH:7][C:6]([O:9][CH3:10])=[CH:5][C:4]=1[OH:11].C(=O)(O)[O-].[Na+].Br[CH2:18][C:19](Br)=[O:20].FC(F)(F)C(O)=O.C(=O)([O-])[O-].[K+].[K+]. The catalyst is C(Cl)(Cl)Cl.O.CC#N.O. The product is [CH3:10][O:9][C:6]1[CH:7]=[CH:8][C:3]2[NH:2][C:19](=[O:20])[CH2:18][O:11][C:4]=2[CH:5]=1. The yield is 0.340. (10) The reactants are [NH2:1][C:2]1[CH:10]=[C:9]([O:11][CH3:12])[CH:8]=[C:7]([O:13][CH3:14])[C:3]=1[C:4]([NH2:6])=[O:5].[C:15]([C:19]1[CH:20]=[C:21]([CH:24]=[C:25]([C:28]([CH3:31])([CH3:30])[CH3:29])[C:26]=1[OH:27])[CH:22]=O)([CH3:18])([CH3:17])[CH3:16].COC1C=C(OC)C=C2C=1C(=O)NC(C1C=CC=CN=1)=N2. No catalyst specified. The product is [C:28]([C:25]1[CH:24]=[C:21]([C:22]2[NH:6][C:4](=[O:5])[C:3]3[C:2](=[CH:10][C:9]([O:11][CH3:12])=[CH:8][C:7]=3[O:13][CH3:14])[N:1]=2)[CH:20]=[C:19]([C:15]([CH3:18])([CH3:17])[CH3:16])[C:26]=1[OH:27])([CH3:31])([CH3:30])[CH3:29]. The yield is 0.410.